From a dataset of Peptide-MHC class I binding affinity with 185,985 pairs from IEDB/IMGT. Regression. Given a peptide amino acid sequence and an MHC pseudo amino acid sequence, predict their binding affinity value. This is MHC class I binding data. The peptide sequence is STYGISEDL. The MHC is HLA-B57:01 with pseudo-sequence HLA-B57:01. The binding affinity (normalized) is 0.0847.